Dataset: Full USPTO retrosynthesis dataset with 1.9M reactions from patents (1976-2016). Task: Predict the reactants needed to synthesize the given product. (1) Given the product [F:31][C:2]1([F:1])[CH2:7][CH2:6][CH:5]([NH:8][C:9]2[CH:16]=[C:15]([N:17]3[C:25]4[CH2:24][C:23]([CH3:26])([CH3:27])[CH2:22][C:21](=[O:28])[C:20]=4[C:19]([CH3:29])=[N:18]3)[CH:14]=[C:13]([F:30])[C:10]=2[C:11]([NH2:12])=[O:34])[CH2:4][CH2:3]1, predict the reactants needed to synthesize it. The reactants are: [F:1][C:2]1([F:31])[CH2:7][CH2:6][CH:5]([NH:8][C:9]2[CH:16]=[C:15]([N:17]3[C:25]4[CH2:24][C:23]([CH3:27])([CH3:26])[CH2:22][C:21](=[O:28])[C:20]=4[C:19]([CH3:29])=[N:18]3)[CH:14]=[C:13]([F:30])[C:10]=2[C:11]#[N:12])[CH2:4][CH2:3]1.CS(C)=[O:34].[OH-].[K+].OO. (2) Given the product [Cl:1][C:2]1[CH:8]=[CH:7][C:6]([O:9][C:10]2[CH:15]=[CH:14][C:13]([N+:16]([O-:18])=[O:17])=[CH:12][N:11]=2)=[CH:5][C:3]=1[NH:4][C:21](=[O:22])[C:20]([F:31])([F:30])[F:19], predict the reactants needed to synthesize it. The reactants are: [Cl:1][C:2]1[CH:8]=[CH:7][C:6]([O:9][C:10]2[CH:15]=[CH:14][C:13]([N+:16]([O-:18])=[O:17])=[CH:12][N:11]=2)=[CH:5][C:3]=1[NH2:4].[F:19][C:20]([F:31])([F:30])[C:21](O[C:21](=[O:22])[C:20]([F:31])([F:30])[F:19])=[O:22]. (3) Given the product [C:21]([S:20][C:19]1[C:18]2[C:13](=[CH:14][CH:15]=[C:16]([O:25][CH3:26])[CH:17]=2)[N:12]([CH3:27])[C:11]=1[CH:3]([CH2:4][C:5]1[CH:10]=[CH:9][CH:8]=[CH:7][CH:6]=1)[CH2:2][C:28]#[N:29])([CH3:24])([CH3:23])[CH3:22], predict the reactants needed to synthesize it. The reactants are: Br[CH2:2][CH:3]([C:11]1[N:12]([CH3:27])[C:13]2[C:18]([C:19]=1[S:20][C:21]([CH3:24])([CH3:23])[CH3:22])=[CH:17][C:16]([O:25][CH3:26])=[CH:15][CH:14]=2)[CH2:4][C:5]1[CH:10]=[CH:9][CH:8]=[CH:7][CH:6]=1.[C-:28]#[N:29].[K+]. (4) Given the product [I-:37].[Cl:1][C:2]1[CH:3]=[C:4]([CH:33]=[CH:34][C:35]=1[Cl:36])[CH2:5][CH:6]1[CH2:7][CH2:8][N+:9]([CH2:38][CH3:39])([CH2:12][CH:13]([NH:17][C:18]([NH:20][C:21]2[CH:26]=[C:25]([O:27][CH3:28])[C:24]([O:29][CH3:30])=[C:23]([O:31][CH3:32])[CH:22]=2)=[O:19])[CH:14]([CH3:16])[CH3:15])[CH2:10][CH2:11]1, predict the reactants needed to synthesize it. The reactants are: [Cl:1][C:2]1[CH:3]=[C:4]([CH:33]=[CH:34][C:35]=1[Cl:36])[CH2:5][CH:6]1[CH2:11][CH2:10][N:9]([CH2:12][C@H:13]([NH:17][C:18]([NH:20][C:21]2[CH:26]=[C:25]([O:27][CH3:28])[C:24]([O:29][CH3:30])=[C:23]([O:31][CH3:32])[CH:22]=2)=[O:19])[CH:14]([CH3:16])[CH3:15])[CH2:8][CH2:7]1.[I:37][CH2:38][CH3:39]. (5) Given the product [Cl:1][CH2:36][C:28]1[CH:27]=[C:26]2[C:25]([O:24][C:23]3[C:22]([C:20]4[NH:21][C:16](=[O:15])[CH:17]=[C:18]([N:38]5[CH2:43][CH2:42][O:41][CH2:40][CH2:39]5)[CH:19]=4)=[CH:35][CH:34]=[CH:33][C:32]=3[CH2:31]2)=[CH:30][CH:29]=1, predict the reactants needed to synthesize it. The reactants are: [ClH:1].O1CCOCC1.COC1C=CC(C[O:15][C:16]2[N:21]=[C:20]([C:22]3[CH:35]=[CH:34][CH:33]=[C:32]4[C:23]=3[O:24][C:25]3[CH:26]=[CH:27][C:28]([CH2:36]O)=[CH:29][C:30]=3[CH2:31]4)[CH:19]=[C:18]([N:38]3[CH2:43][CH2:42][O:41][CH2:40][CH2:39]3)[CH:17]=2)=CC=1.